Dataset: NCI-60 drug combinations with 297,098 pairs across 59 cell lines. Task: Regression. Given two drug SMILES strings and cell line genomic features, predict the synergy score measuring deviation from expected non-interaction effect. (1) Drug 2: CC(C)(C#N)C1=CC(=CC(=C1)CN2C=NC=N2)C(C)(C)C#N. Drug 1: CS(=O)(=O)CCNCC1=CC=C(O1)C2=CC3=C(C=C2)N=CN=C3NC4=CC(=C(C=C4)OCC5=CC(=CC=C5)F)Cl. Cell line: HOP-62. Synergy scores: CSS=4.54, Synergy_ZIP=3.74, Synergy_Bliss=10.7, Synergy_Loewe=5.97, Synergy_HSA=3.50. (2) Synergy scores: CSS=20.3, Synergy_ZIP=-2.79, Synergy_Bliss=2.31, Synergy_Loewe=-0.253, Synergy_HSA=1.12. Cell line: HCT-15. Drug 1: C1CCC(CC1)NC(=O)N(CCCl)N=O. Drug 2: CC1=C2C(C(=O)C3(C(CC4C(C3C(C(C2(C)C)(CC1OC(=O)C(C(C5=CC=CC=C5)NC(=O)OC(C)(C)C)O)O)OC(=O)C6=CC=CC=C6)(CO4)OC(=O)C)O)C)O. (3) Drug 1: C1C(C(OC1N2C=C(C(=O)NC2=O)F)CO)O. Drug 2: CC1=C2C(C(=O)C3(C(CC4C(C3C(C(C2(C)C)(CC1OC(=O)C(C(C5=CC=CC=C5)NC(=O)C6=CC=CC=C6)O)O)OC(=O)C7=CC=CC=C7)(CO4)OC(=O)C)O)C)OC(=O)C. Cell line: CAKI-1. Synergy scores: CSS=5.14, Synergy_ZIP=-3.99, Synergy_Bliss=-0.139, Synergy_Loewe=-13.3, Synergy_HSA=-4.66.